From a dataset of Reaction yield outcomes from USPTO patents with 853,638 reactions. Predict the reaction yield, written as a fraction of the theoretical maximum amount of product (1.0 means a 100% yield; for example, 0.34 means a 34% yield). The reactants are [Br:1][C:2]1[C:10]2[S:9](=[O:12])(=[O:11])[N:8]([CH3:13])[CH:7]([OH:14])[C:6]=2[CH:5]=[CH:4][CH:3]=1.C1C=C[NH+]=CC=1.C1C=C[NH+]=CC=1.[O-][Cr](O[Cr]([O-])(=O)=O)(=O)=O. The catalyst is C(Cl)Cl. The product is [Br:1][C:2]1[C:10]2[S:9](=[O:11])(=[O:12])[N:8]([CH3:13])[C:7](=[O:14])[C:6]=2[CH:5]=[CH:4][CH:3]=1. The yield is 0.720.